Dataset: Full USPTO retrosynthesis dataset with 1.9M reactions from patents (1976-2016). Task: Predict the reactants needed to synthesize the given product. (1) Given the product [Cl:18][C:19]1[CH:24]=[CH:23][C:22]([CH2:25][C:26]([NH:1][N:2]2[N:11]=[C:10]([C:12]3[S:13][CH:14]=[CH:15][CH:16]=3)[C:9]3[C:4](=[CH:5][CH:6]=[CH:7][CH:8]=3)[C:3]2=[O:17])=[O:27])=[CH:21][CH:20]=1, predict the reactants needed to synthesize it. The reactants are: [NH2:1][N:2]1[N:11]=[C:10]([C:12]2[S:13][CH:14]=[CH:15][CH:16]=2)[C:9]2[C:4](=[CH:5][CH:6]=[CH:7][CH:8]=2)[C:3]1=[O:17].[Cl:18][C:19]1[CH:24]=[CH:23][C:22]([CH2:25][C:26](O)=[O:27])=[CH:21][CH:20]=1. (2) Given the product [F:20][C:21]1[CH:22]=[C:23]([CH:24]=[C:25]([F:27])[CH:26]=1)[CH2:28][CH:29]([NH:33][C:34](=[O:40])[CH3:2])[CH:30]([OH:31])[CH2:32][NH:11][CH2:10][C:9]1[CH:12]=[C:13]([CH2:16][CH:17]([CH3:19])[CH3:18])[CH:14]=[CH:15][C:8]=1[F:7], predict the reactants needed to synthesize it. The reactants are: B.[CH2:2]1COCC1.[F:7][C:8]1[CH:15]=[CH:14][C:13]([CH2:16][CH:17]([CH3:19])[CH3:18])=[CH:12][C:9]=1[C:10]#[N:11].[F:20][C:21]1[CH:22]=[C:23]([CH2:28][C@H:29]([NH:33][C:34](=[O:40])OC(C)(C)C)[C@H:30]2[CH2:32][O:31]2)[CH:24]=[C:25]([F:27])[CH:26]=1.Cl.C(N(C(C)C)CC)(C)C.C(C1NC=CN=1)(=O)C. (3) Given the product [CH3:3][O:4][C:5]1[N:10]=[CH:9][C:8]([CH2:11][CH2:12][N:13]2[C:17](=[O:18])[CH2:16][C:15]([CH3:23])([CH3:14])[CH2:21][C:20]2=[O:19])=[CH:7][CH:6]=1, predict the reactants needed to synthesize it. The reactants are: Cl.Cl.[CH3:3][O:4][C:5]1[N:10]=[CH:9][C:8]([CH2:11][CH2:12][NH2:13])=[CH:7][CH:6]=1.[CH3:14][C:15]1([CH3:23])[CH2:21][C:20](=O)[O:19][C:17](=[O:18])[CH2:16]1.C(N(CC)CC)C.C(N1C=CN=C1)(N1C=CN=C1)=O. (4) Given the product [ClH:40].[N:11]1([C:14]([C:15]2[CH:20]=[CH:19][C:18]([C:21]3[CH:22]=[C:23]4[C:29]([C:30]5[CH:31]=[CH:32][C:33]([C:36]([NH2:37])=[O:38])=[CH:34][CH:35]=5)=[CH:28][NH:27][C:24]4=[N:25][CH:26]=3)=[CH:17][CH:16]=2)=[O:39])[CH2:10][CH2:9][NH:8][CH2:13][CH2:12]1, predict the reactants needed to synthesize it. The reactants are: C(OC([N:8]1[CH2:13][CH2:12][N:11]([C:14](=[O:39])[C:15]2[CH:20]=[CH:19][C:18]([C:21]3[CH:22]=[C:23]4[C:29]([C:30]5[CH:35]=[CH:34][C:33]([C:36](=[O:38])[NH2:37])=[CH:32][CH:31]=5)=[CH:28][NH:27][C:24]4=[N:25][CH:26]=3)=[CH:17][CH:16]=2)[CH2:10][CH2:9]1)=O)(C)(C)C.[ClH:40]. (5) Given the product [OH:2][C:3]1[CH:4]=[CH:5][C:6]([CH:9]=[O:10])=[CH:7][N:8]=1, predict the reactants needed to synthesize it. The reactants are: C[O:2][C:3]1[N:8]=[CH:7][C:6]([CH:9]=[O:10])=[CH:5][CH:4]=1.